From a dataset of Peptide-MHC class I binding affinity with 185,985 pairs from IEDB/IMGT. Regression. Given a peptide amino acid sequence and an MHC pseudo amino acid sequence, predict their binding affinity value. This is MHC class I binding data. (1) The peptide sequence is QATTNKATL. The MHC is H-2-Kb with pseudo-sequence YVEYYREKAGNSFVDTLYIVSQYYTWAELAYTWY. The binding affinity (normalized) is 0.310. (2) The peptide sequence is CSEVPQSGY. The MHC is HLA-A26:01 with pseudo-sequence HLA-A26:01. The binding affinity (normalized) is 0.0847. (3) The peptide sequence is KPHETAIKEV. The MHC is HLA-B54:01 with pseudo-sequence HLA-B54:01. The binding affinity (normalized) is 0.536. (4) The peptide sequence is RERIRYFHY. The MHC is HLA-B07:02 with pseudo-sequence HLA-B07:02. The binding affinity (normalized) is 0.0847. (5) The peptide sequence is FTYTGGYDV. The MHC is HLA-A02:03 with pseudo-sequence HLA-A02:03. The binding affinity (normalized) is 0.264. (6) The peptide sequence is TPGPGVRYPL. The MHC is HLA-B27:05 with pseudo-sequence HLA-B27:05. The binding affinity (normalized) is 0.